The task is: Predict the product of the given reaction.. This data is from Forward reaction prediction with 1.9M reactions from USPTO patents (1976-2016). (1) Given the reactants [I-].C([P+](C1C=CC=CC=1)(C1C=CC=CC=1)C1C=CC=CC=1)(C)C.C([Li])CCC.COC1C=C(/C=C/C(OCC)=O)C=CC=1.C(O)(=O)CC(CC(O)=O)(C(O)=O)O.[CH3:57][O:58][C:59]1[CH:60]=[C:61]([CH:65]2[CH:67]([C:68]([O:70]CC)=[O:69])[C:66]2([CH3:74])[CH3:73])[CH:62]=[CH:63][CH:64]=1.[Li+].[OH-], predict the reaction product. The product is: [CH3:57][O:58][C:59]1[CH:60]=[C:61]([CH:65]2[CH:67]([C:68]([OH:70])=[O:69])[C:66]2([CH3:74])[CH3:73])[CH:62]=[CH:63][CH:64]=1. (2) Given the reactants [NH2:1][C:2]1[CH:9]=[CH:8][C:7]([O:10][CH2:11][CH2:12][O:13][CH3:14])=[CH:6][C:3]=1[CH:4]=O.[CH3:15][O:16][C:17]1[CH:22]=[CH:21][CH:20]=[CH:19][C:18]=1[CH2:23][CH2:24][C:25]#[N:26], predict the reaction product. The product is: [CH3:15][O:16][C:17]1[CH:22]=[CH:21][CH:20]=[CH:19][C:18]=1[CH2:23][C:24]1[C:25]([NH2:26])=[N:1][C:2]2[C:3]([CH:4]=1)=[CH:6][C:7]([O:10][CH2:11][CH2:12][O:13][CH3:14])=[CH:8][CH:9]=2. (3) Given the reactants [Cl:1][C:2]1[CH:7]=[C:6](I)[C:5]([C:9]([F:12])([F:11])[F:10])=[CH:4][N:3]=1.[NH2:13][C:14]1[CH:23]=[CH:22][CH:21]=[CH:20][C:15]=1[C:16]([NH:18][CH3:19])=[O:17].C(=O)([O-])[O-].[Cs+].[Cs+].C1(P(C2C=CC=CC=2)C2C=CC3C(=CC=CC=3)C=2C2C3C(=CC=CC=3)C=CC=2P(C2C=CC=CC=2)C2C=CC=CC=2)C=CC=CC=1, predict the reaction product. The product is: [Cl:1][C:2]1[CH:7]=[C:6]([NH:13][C:14]2[CH:23]=[CH:22][CH:21]=[CH:20][C:15]=2[C:16]([NH:18][CH3:19])=[O:17])[C:5]([C:9]([F:12])([F:11])[F:10])=[CH:4][N:3]=1.